From a dataset of Forward reaction prediction with 1.9M reactions from USPTO patents (1976-2016). Predict the product of the given reaction. The product is: [Cl:39][C:26]1[CH:27]=[CH:28][C:29]2[C:34](=[CH:33][CH:32]=[CH:31][CH:30]=2)[C:25]=1[O:24][P:23](=[N:12][C@@H:13]([CH3:22])[C:14]([O:16][CH:17]1[CH2:21][CH2:20][CH2:19][CH2:18]1)=[O:15])=[O:35]. Given the reactants S(C1C=CC(C)=CC=1)([O-])(=O)=O.[NH2:12][C@@H:13]([CH3:22])[C:14]([O:16][CH:17]1[CH2:21][CH2:20][CH2:19][CH2:18]1)=[O:15].[P:23](Cl)(Cl)(=[O:35])[O:24][C:25]1[C:34]2[C:29](=[CH:30][CH:31]=[CH:32][CH:33]=2)[CH:28]=[CH:27][CH:26]=1.C(Cl)[Cl:39], predict the reaction product.